From a dataset of Forward reaction prediction with 1.9M reactions from USPTO patents (1976-2016). Predict the product of the given reaction. (1) The product is: [C:25]1(=[O:35])[N:29]([CH2:7][CH2:8][C:9]2[O:10][CH:11]=[CH:12][C:13]=2[C:14]([O:16][CH3:17])=[O:15])[C:28](=[O:30])[C:27]2=[CH:31][CH:32]=[CH:33][CH:34]=[C:26]12. Given the reactants CS(Cl)(=O)=O.O[CH2:7][CH2:8][C:9]1[O:10][CH:11]=[CH:12][C:13]=1[C:14]([O:16][CH3:17])=[O:15].C(N(CC)CC)C.[C:25]1(=[O:35])[NH:29][C:28](=[O:30])[C:27]2=[CH:31][CH:32]=[CH:33][CH:34]=[C:26]12.[K], predict the reaction product. (2) Given the reactants [CH:1]1[CH:2]=[CH:3][C:4](/[CH:7]=[CH:8]/[C:9]([C:11]2[CH:12]=[CH:13][CH:14]=[CH:15][CH:16]=2)=[O:10])=[CH:5][CH:6]=1.[CH:17](=[O:20])[CH2:18][CH3:19].C(N(CC)CC)C, predict the reaction product. The product is: [C:11]1([C:9](=[O:10])[CH2:8][CH:7]([C:4]2[CH:5]=[CH:6][CH:1]=[CH:2][CH:3]=2)[C:17](=[O:20])[CH2:18][CH3:19])[CH:16]=[CH:15][CH:14]=[CH:13][CH:12]=1. (3) The product is: [F:13][C:14]1[CH:19]=[CH:18][C:17]([C:20]([C:22]2[CH:27]=[CH:26][C:25]([F:28])=[CH:24][CH:23]=2)([C:2]2[CH:7]=[CH:6][N:5]=[CH:4][CH:3]=2)[OH:21])=[CH:16][CH:15]=1. Given the reactants Br[C:2]1[CH:7]=[CH:6][N:5]=[CH:4][CH:3]=1.C([Mg]Cl)(C)C.[F:13][C:14]1[CH:19]=[CH:18][C:17]([C:20]([C:22]2[CH:27]=[CH:26][C:25]([F:28])=[CH:24][CH:23]=2)=[O:21])=[CH:16][CH:15]=1, predict the reaction product. (4) The product is: [C:28]([N:25]1[C:26]2[C:22](=[CH:21][CH:20]=[C:19]([N:18]3[C:36](=[O:41])[C:37]([CH3:38])([CH3:39])[NH:40][C:6]3=[O:7])[CH:27]=2)[C:23]([CH3:32])([CH3:31])[CH2:24]1)(=[O:30])[CH3:29]. Given the reactants N1([C:6](N2C=CN=C2)=[O:7])C=CN=C1.N1C=CN=C1.[NH2:18][C:19]1[CH:27]=[C:26]2[C:22]([C:23]([CH3:32])([CH3:31])[CH2:24][N:25]2[C:28](=[O:30])[CH3:29])=[CH:21][CH:20]=1.Cl.CO[C:36](=[O:41])[C:37]([NH2:40])([CH3:39])[CH3:38], predict the reaction product. (5) Given the reactants Cl.[Br:2][C:3]1[CH:16]=[CH:15][C:6]([O:7][CH2:8][CH:9]2[CH2:14][CH2:13][NH:12][CH2:11][CH2:10]2)=[CH:5][C:4]=1[F:17].[CH3:18][C:19]1([CH3:22])[CH2:21][O:20]1.C([O-])([O-])=O.[K+].[K+].[NH4+].[Cl-], predict the reaction product. The product is: [Br:2][C:3]1[CH:16]=[CH:15][C:6]([O:7][CH2:8][CH:9]2[CH2:10][CH2:11][N:12]([CH2:18][C:19]([CH3:22])([OH:20])[CH3:21])[CH2:13][CH2:14]2)=[CH:5][C:4]=1[F:17].